Dataset: Forward reaction prediction with 1.9M reactions from USPTO patents (1976-2016). Task: Predict the product of the given reaction. (1) Given the reactants Cl[C:2]1[N:7]=[CH:6][C:5]([CH2:8][CH2:9][C:10]2[C:15]([F:16])=[C:14]([O:17][CH3:18])[CH:13]=[C:12]([O:19][CH3:20])[C:11]=2[F:21])=[CH:4][N:3]=1.[CH3:22][N:23]1[CH2:28][CH2:27][CH:26]([N:29]2[CH:33]=[C:32]([NH2:34])[CH:31]=[N:30]2)[CH2:25][CH2:24]1.C(=O)([O-])[O-].[Cs+].[Cs+].O1CCOCC1, predict the reaction product. The product is: [F:21][C:11]1[C:12]([O:19][CH3:20])=[CH:13][C:14]([O:17][CH3:18])=[C:15]([F:16])[C:10]=1[CH2:9][CH2:8][C:5]1[CH:4]=[N:3][C:2]([NH:34][C:32]2[CH:31]=[N:30][N:29]([CH:26]3[CH2:27][CH2:28][N:23]([CH3:22])[CH2:24][CH2:25]3)[CH:33]=2)=[N:7][CH:6]=1. (2) Given the reactants [Br:1][C:2]1[CH:8]=[CH:7][C:5]([NH2:6])=[CH:4][C:3]=1[O:9]C.[OH-].[Na+], predict the reaction product. The product is: [NH2:6][C:5]1[CH:7]=[CH:8][C:2]([Br:1])=[C:3]([OH:9])[CH:4]=1. (3) Given the reactants [F:1][C:2]1[CH:7]=[CH:6][C:5](/[CH:8]=[CH:9]/[C:10]2[CH:11]=[C:12]([CH:16]=[C:17]([O:19][CH:20]([CH2:23][O:24][CH3:25])[CH2:21][CH3:22])[CH:18]=2)[C:13]([OH:15])=O)=[CH:4][CH:3]=1.C1C=CC2N(O)N=NC=2C=1.CCN=C=NCCCN(C)C.[NH2:47][C:48]1[S:49][CH:50]=[CH:51][N:52]=1, predict the reaction product. The product is: [F:1][C:2]1[CH:3]=[CH:4][C:5](/[CH:8]=[CH:9]/[C:10]2[CH:11]=[C:12]([CH:16]=[C:17]([O:19][CH:20]([CH2:23][O:24][CH3:25])[CH2:21][CH3:22])[CH:18]=2)[C:13]([NH:47][C:48]2[S:49][CH:50]=[CH:51][N:52]=2)=[O:15])=[CH:6][CH:7]=1. (4) Given the reactants [Br:1][C:2]1[CH:3]=[CH:4][C:5]([OH:11])=[C:6]([CH:10]=1)[C:7]([OH:9])=[O:8].C1N2CN3CN(C2)CN1C3.FC(F)(F)[C:24](O)=[O:25], predict the reaction product. The product is: [Br:1][C:2]1[CH:3]=[C:4]([CH:24]=[O:25])[C:5]([OH:11])=[C:6]([CH:10]=1)[C:7]([OH:9])=[O:8]. (5) Given the reactants [CH3:1][N:2]1[CH2:7][CH2:6]O[CH2:4][CH2:3]1.[C:8]1(N2CCC[C@H](C(O)=O)C2)[CH:13]=[CH:12]C=[CH:10][CH:9]=1.[C:23]12([NH2:33])[CH2:32][CH:27]3[CH2:28][CH:29]([CH2:31][CH:25]([CH2:26]3)[CH2:24]1)[CH2:30]2.F[P-](F)(F)(F)(F)F.N1(O[P+](N2CCCC2)(N2CCCC2)N2CCCC2)C2C=CC=CC=2N=N1.F[P-](F)(F)(F)(F)F.N1(O[P+](N(C)C)(N(C)C)N(C)C)C2C=CC=C[C:77]=2N=N1.CN(C)[CH:96]=[O:97], predict the reaction product. The product is: [C:23]12([NH:33][C:96]([C@H:6]3[CH2:77][CH2:4][CH2:3][N:2]([C:1]4[CH:12]=[CH:13][CH:8]=[CH:9][CH:10]=4)[CH2:7]3)=[O:97])[CH2:30][CH:29]3[CH2:28][CH:27]([CH2:26][CH:25]([CH2:31]3)[CH2:24]1)[CH2:32]2.